This data is from Full USPTO retrosynthesis dataset with 1.9M reactions from patents (1976-2016). The task is: Predict the reactants needed to synthesize the given product. (1) Given the product [Br:14][C:15]1[CH:20]=[CH:19][CH:18]=[CH:17][C:16]=1[N:12]1[C:11]2[CH:10]=[CH:9][CH:8]=[CH:7][C:6]=2[C:5]2[C:13]1=[CH:1][CH:2]=[CH:3][CH:4]=2.[I:21][C:16]1[CH:17]=[CH:18][CH:19]=[CH:20][C:15]=1[N:12]1[C:11]2[CH:10]=[CH:9][CH:8]=[CH:7][C:6]=2[C:5]2[C:13]1=[CH:1][CH:2]=[CH:3][CH:4]=2, predict the reactants needed to synthesize it. The reactants are: [CH:1]1[C:13]2[NH:12][C:11]3[C:6](=[CH:7][CH:8]=[CH:9][CH:10]=3)[C:5]=2[CH:4]=[CH:3][CH:2]=1.[Br:14][C:15]1[CH:20]=[CH:19][CH:18]=[CH:17][C:16]=1[I:21].C(=O)([O-])[O-].[K+].[K+]. (2) Given the product [F:33][C:29]1[CH:28]=[C:27]2[C:32]([C:24]([NH:23][C:16]([NH:17][C@@H:18]([CH3:22])[CH2:19][O:20][CH3:21])=[N:15][C:13](=[O:14])[C:12]3[CH:11]=[CH:10][C:9]([OH:8])=[CH:35][CH:34]=3)=[N:25][NH:26]2)=[CH:31][CH:30]=1, predict the reactants needed to synthesize it. The reactants are: C([O:8][C:9]1[CH:35]=[CH:34][C:12]([C:13]([N:15]=[C:16]([NH:23][C:24]2[C:32]3[C:27](=[CH:28][C:29]([F:33])=[CH:30][CH:31]=3)[NH:26][N:25]=2)[NH:17][C@@H:18]([CH3:22])[CH2:19][O:20][CH3:21])=[O:14])=[CH:11][CH:10]=1)C1C=CC=CC=1.C([O-])=O.[NH4+]. (3) Given the product [Cl:1][C:2]1[C:3]([C:4]([N:38]2[CH2:43][CH2:42][O:41][CH2:40][CH2:39]2)=[O:5])=[CH:7][C:8]([O:21][CH2:22][C:23]2[CH:24]=[CH:25][CH:26]=[CH:27][CH:28]=2)=[C:9]([CH:10]=1)[C:11]([O:13][CH2:14][C:15]1[CH:20]=[CH:19][CH:18]=[CH:17][CH:16]=1)=[O:12], predict the reactants needed to synthesize it. The reactants are: [Cl:1][C:2]1[CH:10]=[C:9]([C:11]([O:13][CH2:14][C:15]2[CH:20]=[CH:19][CH:18]=[CH:17][CH:16]=2)=[O:12])[C:8]([O:21][CH2:22][C:23]2[CH:28]=[CH:27][CH:26]=[CH:25][CH:24]=2)=[CH:7][C:3]=1[C:4](O)=[O:5].C(N(C(C)C)CC)(C)C.[NH:38]1[CH2:43][CH2:42][O:41][CH2:40][CH2:39]1.ON1C2N=CC=CC=2N=N1.C(Cl)CCl. (4) Given the product [CH2:1]([O:5][C:6]1[CH:7]=[CH:8][C:9]([CH2:12][C@H:13]([NH:18][C:19]([C@@H:21](/[CH:30]=[CH:31]/[CH2:32][CH2:33][CH2:34][CH2:35][CH2:36][CH2:37][C:38](=[O:46])[CH2:39][CH2:40][CH2:41][CH2:42][CH2:43][CH2:44][CH3:45])[C@@:22]([OH:29])([CH2:26][CH2:27][O:28][C:49](=[O:50])[C:48]([F:59])([F:58])[F:47])[C:23]([OH:25])=[O:24])=[O:20])[C:14]([O:16][CH3:17])=[O:15])=[CH:10][CH:11]=1)[C:2]#[C:3][CH3:4], predict the reactants needed to synthesize it. The reactants are: [CH2:1]([O:5][C:6]1[CH:11]=[CH:10][C:9]([CH2:12][C@H:13]([NH:18][C:19]([C@@H:21](/[CH:30]=[CH:31]/[CH2:32][CH2:33][CH2:34][CH2:35][CH2:36][CH2:37][C:38](=[O:46])[CH2:39][CH2:40][CH2:41][CH2:42][CH2:43][CH2:44][CH3:45])[C@@:22]([OH:29])([CH2:26][CH2:27][OH:28])[C:23]([O-:25])=[O:24])=[O:20])[C:14]([O:16][CH3:17])=[O:15])=[CH:8][CH:7]=1)[C:2]#[C:3][CH3:4].[F:47][C:48]([F:59])([F:58])[C:49](O[C:49](=[O:50])[C:48]([F:59])([F:58])[F:47])=[O:50].C(N(CC)CC)C.